Dataset: Forward reaction prediction with 1.9M reactions from USPTO patents (1976-2016). Task: Predict the product of the given reaction. (1) Given the reactants [H-].[Na+].C1(S([N:12]2[C:20]3[C:15](=[CH:16][C:17]([NH:21][C:22]4[C:23]5[S:30][C:29]([C:31]6[CH:36]=[CH:35][CH:34]=[CH:33][CH:32]=6)=[CH:28][C:24]=5[N:25]=[CH:26][N:27]=4)=[CH:18][CH:19]=3)[CH:14]=[CH:13]2)(=O)=O)C=CC=CC=1.O[CH2:38][CH2:39][N:40]1[CH2:45][CH2:44][O:43][CH2:42][CH2:41]1, predict the reaction product. The product is: [N:40]1([CH2:39][CH2:38][N:12]2[C:20]3[C:15](=[CH:16][C:17]([NH:21][C:22]4[C:23]5[S:30][C:29]([C:31]6[CH:36]=[CH:35][CH:34]=[CH:33][CH:32]=6)=[CH:28][C:24]=5[N:25]=[CH:26][N:27]=4)=[CH:18][CH:19]=3)[CH:14]=[CH:13]2)[CH2:45][CH2:44][O:43][CH2:42][CH2:41]1. (2) Given the reactants [C:1]([O:5][C:6]([N:8]1[CH2:12][C@H:11]([OH:13])[CH2:10][C@H:9]1[C:14](=[O:26])[NH:15][C@:16]1([C:21]([O:23][CH2:24][CH3:25])=[O:22])[CH2:18][C@H:17]1[CH:19]=[CH2:20])=[O:7])([CH3:4])([CH3:3])[CH3:2].C1N=CN([C:32]([N:34]2[CH:38]=N[CH:36]=[CH:35]2)=[O:33])C=1.Cl.[F:40][C:41]1C=[CH:48][CH:47]=[C:46]2[C:42]=1CNC2.Cl, predict the reaction product. The product is: [C:1]([O:5][C:6]([N:8]1[C@H:9]([C:14](=[O:26])[NH:15][C@:16]2([C:21]([O:23][CH2:24][CH3:25])=[O:22])[CH2:18][C@H:17]2[CH:19]=[CH2:20])[CH2:10][C@@H:11]([O:13][C:32]([N:34]2[CH2:35][C:36]3[C:48](=[CH:47][CH:46]=[CH:42][C:41]=3[F:40])[CH2:38]2)=[O:33])[CH2:12]1)=[O:7])([CH3:4])([CH3:2])[CH3:3]. (3) Given the reactants Cl.[N:2]1([C:8]2[CH:9]=[N:10][C:11]3[C:16]([CH:17]=2)=[CH:15][CH:14]=[CH:13][CH:12]=3)[CH2:7][CH2:6][NH:5][CH2:4][CH2:3]1.[CH:18]1([O:23][C:24]2[CH:32]=[CH:31][C:30]([S:33]([CH3:36])(=[O:35])=[O:34])=[CH:29][C:25]=2[C:26](O)=[O:27])[CH2:22][CH2:21][CH2:20][CH2:19]1.C(OCC)(=O)C, predict the reaction product. The product is: [CH:18]1([O:23][C:24]2[CH:32]=[CH:31][C:30]([S:33]([CH3:36])(=[O:34])=[O:35])=[CH:29][C:25]=2[C:26]([N:5]2[CH2:4][CH2:3][N:2]([C:8]3[CH:9]=[N:10][C:11]4[C:16]([CH:17]=3)=[CH:15][CH:14]=[CH:13][CH:12]=4)[CH2:7][CH2:6]2)=[O:27])[CH2:19][CH2:20][CH2:21][CH2:22]1. (4) Given the reactants C(OC([NH:11][CH2:12][CH2:13][N:14]1[C:19]2[CH:20]=[C:21]([C:25]([N:27]([CH:41]([CH3:43])[CH3:42])[C@@H:28]3[CH2:33][CH2:32][CH2:31][N:30]([C:34]([O:36][C:37]([CH3:40])([CH3:39])[CH3:38])=[O:35])[CH2:29]3)=[O:26])[C:22]([CH3:24])=[CH:23][C:18]=2[O:17][C:16]([CH3:45])([CH3:44])[C:15]1=[O:46])=O)C1C=CC=CC=1, predict the reaction product. The product is: [NH2:11][CH2:12][CH2:13][N:14]1[C:19]2[CH:20]=[C:21]([C:25]([N:27]([CH:41]([CH3:42])[CH3:43])[C@@H:28]3[CH2:33][CH2:32][CH2:31][N:30]([C:34]([O:36][C:37]([CH3:38])([CH3:40])[CH3:39])=[O:35])[CH2:29]3)=[O:26])[C:22]([CH3:24])=[CH:23][C:18]=2[O:17][C:16]([CH3:44])([CH3:45])[C:15]1=[O:46]. (5) Given the reactants [OH:1][C:2]([C:17]([F:20])([F:19])[F:18])([CH2:5][C:6]1([CH3:16])[C:15]2[C:10](=[CH:11][CH:12]=[CH:13][CH:14]=2)[O:9][CH2:8][CH2:7]1)[CH:3]=O.[NH2:21][C:22]1[CH:31]=[CH:30][CH:29]=[C:28]2[C:23]=1[CH:24]=[CH:25][C:26](=[O:32])[NH:27]2, predict the reaction product. The product is: [OH:1][C:2]([C:17]([F:20])([F:18])[F:19])([CH2:5][C:6]1([CH3:16])[C:15]2[C:10](=[CH:11][CH:12]=[CH:13][CH:14]=2)[O:9][CH2:8][CH2:7]1)[CH:3]=[N:21][C:22]1[CH:31]=[CH:30][CH:29]=[C:28]2[C:23]=1[CH:24]=[CH:25][C:26](=[O:32])[NH:27]2. (6) Given the reactants [Cl:1][C:2]1[CH:3]=[N:4][N:5]([C:7]2[CH:28]=[CH:27][C:10]([O:11][CH2:12][C@@H:13]3[C@@H:18]([NH:19]C(=O)OC(C)(C)C)[CH2:17][CH2:16][O:15][CH2:14]3)=[C:9]([F:29])[CH:8]=2)[CH:6]=1.Cl.CCOC(C)=O, predict the reaction product. The product is: [ClH:1].[Cl:1][C:2]1[CH:3]=[N:4][N:5]([C:7]2[CH:28]=[CH:27][C:10]([O:11][CH2:12][C@@H:13]3[C@@H:18]([NH2:19])[CH2:17][CH2:16][O:15][CH2:14]3)=[C:9]([F:29])[CH:8]=2)[CH:6]=1.